This data is from Catalyst prediction with 721,799 reactions and 888 catalyst types from USPTO. The task is: Predict which catalyst facilitates the given reaction. (1) Reactant: [C:1]([C:5]1[O:9][N:8]=[C:7]([NH:10][C:11]([CH:13]2[CH2:18][CH2:17][CH2:16][NH:15][CH2:14]2)=[O:12])[CH:6]=1)([CH3:4])([CH3:3])[CH3:2].Cl.[Cl:20][C:21]1[C:22](F)=[N:23][CH:24]=[C:25]([C:27]([F:30])([F:29])[F:28])[CH:26]=1.C(N(CC)CC)C. Product: [C:1]([C:5]1[O:9][N:8]=[C:7]([NH:10][C:11]([CH:13]2[CH2:18][CH2:17][CH2:16][N:15]([C:22]3[C:21]([Cl:20])=[CH:26][C:25]([C:27]([F:30])([F:28])[F:29])=[CH:24][N:23]=3)[CH2:14]2)=[O:12])[CH:6]=1)([CH3:4])([CH3:2])[CH3:3]. The catalyst class is: 107. (2) Reactant: [Cl:1][C:2]1[CH:3]=[CH:4][C:5]2[N:11]([C:12](=[O:30])[C:13]3[CH:18]=[CH:17][C:16]([NH:19][C:20](=[O:28])[C:21]4[CH:26]=[CH:25][CH:24]=[CH:23][C:22]=4[CH3:27])=[CH:15][C:14]=3[CH3:29])[CH2:10][CH2:9][CH2:8][C:7](=[O:31])[C:6]=2[CH:32]=1.O.[BH4-].[Na+]. Product: [Cl:1][C:2]1[CH:3]=[CH:4][C:5]2[N:11]([C:12](=[O:30])[C:13]3[CH:18]=[CH:17][C:16]([NH:19][C:20](=[O:28])[C:21]4[CH:26]=[CH:25][CH:24]=[CH:23][C:22]=4[CH3:27])=[CH:15][C:14]=3[CH3:29])[CH2:10][CH2:9][CH2:8][CH:7]([OH:31])[C:6]=2[CH:32]=1. The catalyst class is: 5. (3) Reactant: [F:1][C:2]1[CH:3]=[C:4]([S:8]([C:11]2[CH:20]=[C:19]3[C:14]([CH2:15][CH2:16][C@H:17]([CH2:21][NH2:22])[O:18]3)=[CH:13][CH:12]=2)(=[O:10])=[O:9])[CH:5]=[CH:6][CH:7]=1.Cl[CH2:24][C:25]([NH:27][CH3:28])=[O:26].C(N(CC)CC)C.[Na+].[I-]. Product: [F:1][C:2]1[CH:3]=[C:4]([S:8]([C:11]2[CH:20]=[C:19]3[C:14]([CH2:15][CH2:16][C@H:17]([CH2:21][NH:22][CH2:24][C:25]([NH:27][CH3:28])=[O:26])[O:18]3)=[CH:13][CH:12]=2)(=[O:10])=[O:9])[CH:5]=[CH:6][CH:7]=1. The catalyst class is: 3. (4) Reactant: C(N(CC)CC)C.Cl.[Cl:9][C:10]1[CH:15]=[CH:14][CH:13]=[CH:12][C:11]=1[N:16]1[C:20]([C:21]2[CH:26]=[CH:25][C:24]([Cl:27])=[CH:23][CH:22]=2)=[C:19]([CH3:28])[C:18]([CH:29]2[O:34][CH2:33][CH2:32][NH:31][CH2:30]2)=[N:17]1.[C:35]1(=O)[CH2:40][CH2:39][CH2:38][CH2:37][CH2:36]1.C(O[BH-](OC(=O)C)OC(=O)C)(=O)C.[Na+]. Product: [Cl:27][C:24]1[CH:23]=[CH:22][C:21]([C:20]2[N:16]([C:11]3[CH:12]=[CH:13][CH:14]=[CH:15][C:10]=3[Cl:9])[N:17]=[C:18]([CH:29]3[O:34][CH2:33][CH2:32][N:31]([CH:35]4[CH2:40][CH2:39][CH2:38][CH2:37][CH2:36]4)[CH2:30]3)[C:19]=2[CH3:28])=[CH:26][CH:25]=1. The catalyst class is: 478. (5) Reactant: [C:1]([O:5][C:6]([N:8]1[CH2:12][C@@H:11]([N:13]2[CH2:18][CH2:17][CH:16]([CH2:19][C:20]3[CH:25]=[CH:24][C:23]([Cl:26])=[CH:22][CH:21]=3)[CH2:15][CH2:14]2)[C@H:10](N)[CH2:9]1)=[O:7])([CH3:4])([CH3:3])[CH3:2].N(C1C=C(OC)C(OC)=C(OC)C=1)=C=[O:30].CCOC(C)=O. Product: [C:1]([O:5][C:6]([N:8]1[CH2:9][C@@H:10]([OH:30])[C@H:11]([N:13]2[CH2:18][CH2:17][CH:16]([CH2:19][C:20]3[CH:25]=[CH:24][C:23]([Cl:26])=[CH:22][CH:21]=3)[CH2:15][CH2:14]2)[CH2:12]1)=[O:7])([CH3:4])([CH3:3])[CH3:2]. The catalyst class is: 2. (6) Reactant: C(OC([NH:11][CH2:12][CH2:13][CH2:14][N:15]1[CH2:26][CH2:25][N:24]([C:27]([O:29][C:30]([CH3:33])([CH3:32])[CH3:31])=[O:28])[CH2:23][CH2:22][N:21]([C:34]([O:36][C:37]([CH3:40])([CH3:39])[CH3:38])=[O:35])[CH2:20][CH2:19][N:18]([C:41]([O:43][C:44]([CH3:47])([CH3:46])[CH3:45])=[O:42])[CH2:17][CH2:16]1)=O)C1C=CC=CC=1. Product: [NH2:11][CH2:12][CH2:13][CH2:14][N:15]1[CH2:16][CH2:17][N:18]([C:41]([O:43][C:44]([CH3:47])([CH3:46])[CH3:45])=[O:42])[CH2:19][CH2:20][N:21]([C:34]([O:36][C:37]([CH3:39])([CH3:38])[CH3:40])=[O:35])[CH2:22][CH2:23][N:24]([C:27]([O:29][C:30]([CH3:33])([CH3:32])[CH3:31])=[O:28])[CH2:25][CH2:26]1. The catalyst class is: 99. (7) Reactant: F[C:2]1[CH:11]=[C:10]2[C:5]([CH:6]=[C:7]([C:16]([O:18][CH2:19][CH3:20])=[O:17])[CH:8]([C:12]([F:15])([F:14])[F:13])[O:9]2)=[CH:4][CH:3]=1.[CH2:21]([NH2:25])[CH:22]([CH3:24])[CH3:23].C([O-])([O-])=O.[K+].[K+]. Product: [CH2:21]([NH:25][C:2]1[CH:11]=[C:10]2[C:5]([CH:6]=[C:7]([C:16]([O:18][CH2:19][CH3:20])=[O:17])[CH:8]([C:12]([F:15])([F:14])[F:13])[O:9]2)=[CH:4][CH:3]=1)[CH:22]([CH3:24])[CH3:23]. The catalyst class is: 3.